This data is from Reaction yield outcomes from USPTO patents with 853,638 reactions. The task is: Predict the reaction yield, written as a fraction of the theoretical maximum amount of product (1.0 means a 100% yield; for example, 0.34 means a 34% yield). (1) The reactants are [Cl:1][C:2]1[CH:7]=[CH:6][C:5]([Cl:8])=[CH:4][C:3]=1[NH:9][S:10]([C:13]1[CH:18]=[CH:17][C:16]([Cl:19])=[CH:15][CH:14]=1)(=[O:12])=[O:11].[C:20]([O:39][CH2:40][CH2:41][C@@H:42](O)[CH3:43])([C:33]1[CH:38]=[CH:37][CH:36]=[CH:35][CH:34]=1)([C:27]1[CH:32]=[CH:31][CH:30]=[CH:29][CH:28]=1)[C:21]1[CH:26]=[CH:25][CH:24]=[CH:23][CH:22]=1.[C:45]1(P(C2C=CC=CC=2)C2C=CC=CC=2)C=CC=CC=1.N(C(OCC)=O)=NC(OCC)=O. The catalyst is CCOC(C)=O. The product is [Cl:19][C:16]1[CH:17]=[CH:18][C:13]([S:10]([N:9]([C:3]2[CH:4]=[C:5]([Cl:8])[CH:6]=[CH:7][C:2]=2[Cl:1])[C@H:43]([CH3:45])[CH2:42][CH2:41][CH2:40][O:39][C:20]([C:21]2[CH:22]=[CH:23][CH:24]=[CH:25][CH:26]=2)([C:27]2[CH:28]=[CH:29][CH:30]=[CH:31][CH:32]=2)[C:33]2[CH:38]=[CH:37][CH:36]=[CH:35][CH:34]=2)(=[O:12])=[O:11])=[CH:14][CH:15]=1. The yield is 0.550. (2) The reactants are [CH3:1][O:2][C:3]1[C:24]2[O:23][C:10]3[C:11](=[O:22])[N:12]([C@@H:14]([CH2:18][CH:19]([CH3:21])[CH3:20])[C:15](O)=[O:16])[CH2:13][C:9]=3[CH2:8][C:7]=2[C:6]([O:25][CH3:26])=[CH:5][CH:4]=1.[CH3:27][O:28][C:29](=[O:37])[C:30]1[CH:35]=[CH:34][C:33]([NH2:36])=[N:32][CH:31]=1.ON1C2C=CC=CC=2N=N1. The catalyst is C(Cl)Cl.O. The product is [CH3:27][O:28][C:29](=[O:37])[C:30]1[CH:35]=[CH:34][C:33]([NH:36][C:15](=[O:16])[C@@H:14]([N:12]2[CH2:13][C:9]3[CH2:8][C:7]4[C:6]([O:25][CH3:26])=[CH:5][CH:4]=[C:3]([O:2][CH3:1])[C:24]=4[O:23][C:10]=3[C:11]2=[O:22])[CH2:18][CH:19]([CH3:21])[CH3:20])=[N:32][CH:31]=1. The yield is 0.308.